From a dataset of Catalyst prediction with 721,799 reactions and 888 catalyst types from USPTO. Predict which catalyst facilitates the given reaction. (1) Reactant: [CH2:1]([O:3][C:4](=[O:22])[CH:5]([N:12]1[CH:20]=[N:19][C:18]2[C:13]1=[N:14][CH:15]=[N:16][C:17]=2[NH2:21])[CH2:6][C:7]([O:9][CH2:10][CH3:11])=[O:8])[CH3:2].[C:23](Cl)([C:36]1[CH:41]=[CH:40][CH:39]=[CH:38][CH:37]=1)([C:30]1[CH:35]=[CH:34][CH:33]=[CH:32][CH:31]=1)[C:24]1[CH:29]=[CH:28][CH:27]=[CH:26][CH:25]=1. Product: [CH2:1]([O:3][C:4](=[O:22])[CH:5]([N:12]1[CH:20]=[N:19][C:18]2[C:13]1=[N:14][CH:15]=[N:16][C:17]=2[NH:21][C:23]([C:24]1[CH:29]=[CH:28][CH:27]=[CH:26][CH:25]=1)([C:36]1[CH:37]=[CH:38][CH:39]=[CH:40][CH:41]=1)[C:30]1[CH:31]=[CH:32][CH:33]=[CH:34][CH:35]=1)[CH2:6][C:7]([O:9][CH2:10][CH3:11])=[O:8])[CH3:2]. The catalyst class is: 17. (2) Reactant: [Cl:1][C:2]1[CH:7]=[CH:6][C:5]([C:8](=[O:26])[CH2:9][CH2:10][C:11]2[CH:16]=[CH:15][C:14]([S:17]([NH:20][CH2:21][C:22]([OH:25])([CH3:24])[CH3:23])(=[O:19])=[O:18])=[CH:13][CH:12]=2)=[C:4]([NH:27][C:28]2[CH:33]=[CH:32][CH:31]=[CH:30][CH:29]=2)[CH:3]=1.[O:34]=[C:35]([CH3:39])[C:36](Cl)=[O:37]. The catalyst class is: 11. Product: [Cl:1][C:2]1[CH:7]=[CH:6][C:5]([C:8](=[O:26])[CH2:9][CH2:10][C:11]2[CH:16]=[CH:15][C:14]([S:17](=[O:19])(=[O:18])[NH:20][CH2:21][C:22]([OH:25])([CH3:24])[CH3:23])=[CH:13][CH:12]=2)=[C:4]([N:27]([C:28]2[CH:29]=[CH:30][CH:31]=[CH:32][CH:33]=2)[C:36](=[O:37])[C:35](=[O:34])[CH3:39])[CH:3]=1. (3) Reactant: [F:1][C:2]1[CH:9]=[CH:8][C:5]([C:6]#N)=[CH:4][C:3]=1[C:10]1[N:14]2[CH:15]=[C:16]([C:19]3[N:26]4[C:22]([O:23][CH:24]=[CH:25]4)=[N:21][C:20]=3[C:27]3[CH:32]=[CH:31][C:30]([F:33])=[CH:29][CH:28]=3)[CH:17]=[CH:18][C:13]2=[N:12][N:11]=1.[NH4+].[OH-:35].[OH-:36].[Na+].N. Product: [F:1][C:2]1[CH:9]=[CH:8][C:5]([C:6]([OH:36])=[O:35])=[CH:4][C:3]=1[C:10]1[N:14]2[CH:15]=[C:16]([C:19]3[N:26]4[C:22]([O:23][CH:24]=[CH:25]4)=[N:21][C:20]=3[C:27]3[CH:32]=[CH:31][C:30]([F:33])=[CH:29][CH:28]=3)[CH:17]=[CH:18][C:13]2=[N:12][N:11]=1. The catalyst class is: 6. (4) Reactant: [Br:1][C:2]1[CH:6]=[CH:5][S:4][CH:3]=1.[Cl:7][S:8](O)(=[O:10])=[O:9]. Product: [Br:1][C:2]1[CH:6]=[CH:5][S:4][C:3]=1[S:8]([Cl:7])(=[O:10])=[O:9]. The catalyst class is: 2. (5) Reactant: [OH:1][C:2]1[CH:7]=[C:6]([CH3:8])[C:5]([C:9]2[CH:14]=[CH:13][CH:12]=[C:11]([CH:15]=[O:16])[CH:10]=2)=[C:4]([CH3:17])[CH:3]=1.[CH2:18](Br)[C:19]1[CH:24]=[CH:23][CH:22]=[CH:21][CH:20]=1.C(=O)([O-])[O-].[K+].[K+].O. Product: [CH2:18]([O:1][C:2]1[CH:7]=[C:6]([CH3:8])[C:5]([C:9]2[CH:14]=[CH:13][CH:12]=[C:11]([CH:15]=[O:16])[CH:10]=2)=[C:4]([CH3:17])[CH:3]=1)[C:19]1[CH:24]=[CH:23][CH:22]=[CH:21][CH:20]=1. The catalyst class is: 9. (6) Reactant: [CH:1]1([N:5]2[CH2:10][CH2:9][N:8]([C:11]([C:13]3[CH:14]=[C:15]4[C:19](=[CH:20][CH:21]=3)[NH:18][C:17]([C:22]([N:24]3[CH2:29][CH2:28][C:27]([F:31])([F:30])[CH2:26][CH2:25]3)=[O:23])=[CH:16]4)=[O:12])[CH2:7][CH2:6]2)[CH2:4][CH2:3][CH2:2]1.[CH3:32][S:33]([C:36]1[CH:41]=[CH:40][C:39](B(O)O)=[CH:38][CH:37]=1)(=[O:35])=[O:34].N1C=CC=CC=1. Product: [CH:1]1([N:5]2[CH2:6][CH2:7][N:8]([C:11]([C:13]3[CH:14]=[C:15]4[C:19](=[CH:20][CH:21]=3)[N:18]([C:39]3[CH:40]=[CH:41][C:36]([S:33]([CH3:32])(=[O:35])=[O:34])=[CH:37][CH:38]=3)[C:17]([C:22]([N:24]3[CH2:25][CH2:26][C:27]([F:30])([F:31])[CH2:28][CH2:29]3)=[O:23])=[CH:16]4)=[O:12])[CH2:9][CH2:10]2)[CH2:2][CH2:3][CH2:4]1. The catalyst class is: 221. (7) Reactant: [F:1][C:2]1[CH:37]=[C:6]2[CH:7]=[CH:8][C:9]3=[N:10][NH:11][C:12]4[C:13](=[CH:14][N:15]([CH3:36])[CH2:16][C:17]=4[C:18]4[CH2:19][CH2:20][N:21]([CH:24]5[CH2:29][CH2:28][C:27](=[C:30]([CH3:35])[C:31]([O:33]C)=[O:32])[CH2:26][CH2:25]5)[CH2:22][CH:23]=4)[C:4](=[C:5]23)[CH:3]=1.[Li+].[OH-].Cl. Product: [F:1][C:2]1[CH:37]=[C:6]2[CH:7]=[CH:8][C:9]3=[N:10][NH:11][C:12]4[C:13](=[CH:14][N:15]([CH3:36])[CH2:16][C:17]=4[C:18]4[CH2:19][CH2:20][N:21]([CH:24]5[CH2:25][CH2:26][C:27](=[C:30]([CH3:35])[C:31]([OH:33])=[O:32])[CH2:28][CH2:29]5)[CH2:22][CH:23]=4)[C:4](=[C:5]23)[CH:3]=1. The catalyst class is: 83.